The task is: Predict the reactants needed to synthesize the given product.. This data is from Full USPTO retrosynthesis dataset with 1.9M reactions from patents (1976-2016). (1) Given the product [CH3:35][O:36][C:37](=[O:57])[C:38]1[CH:43]=[CH:42][CH:41]=[C:40]([C:44]2[N:48]=[C:47]([C:49]3[CH:54]=[CH:53][CH:52]=[C:51]([CH2:55][NH2:56])[CH:50]=3)[O:46][N:45]=2)[CH:39]=1, predict the reactants needed to synthesize it. The reactants are: C(C1C=C(C=CC=1)C(Cl)=O)#N.COC(=O)C1C=CC=C(C(=N)NO)C=1.CCN(C(C)C)C(C)C.[CH3:35][O:36][C:37](=[O:57])[C:38]1[CH:43]=[CH:42][CH:41]=[C:40]([C:44]2[N:48]=[C:47]([C:49]3[CH:54]=[CH:53][CH:52]=[C:51]([C:55]#[N:56])[CH:50]=3)[O:46][N:45]=2)[CH:39]=1. (2) Given the product [C:2]([C:7]1[O:11][C:10]([CH2:12][N:13]2[N:17]=[C:16]([NH:18][C:31]([C:27]3[N:28]=[CH:29][O:30][C:26]=3[C:22]3[CH:23]=[CH:24][CH:25]=[C:20]([Cl:19])[CH:21]=3)=[O:32])[CH:15]=[N:14]2)=[CH:9][CH:8]=1)(=[O:6])[CH3:1], predict the reactants needed to synthesize it. The reactants are: [CH3:1][C:2]1([C:7]2[O:11][C:10]([CH2:12][N:13]3[N:17]=[C:16]([NH2:18])[CH:15]=[N:14]3)=[CH:9][CH:8]=2)[O:6]CCO1.[Cl:19][C:20]1[CH:21]=[C:22]([C:26]2[O:30][CH:29]=[N:28][C:27]=2[C:31](O)=[O:32])[CH:23]=[CH:24][CH:25]=1. (3) Given the product [O:30]1[CH:29]=[CH:28][CH:27]=[C:26]1[CH2:25][NH:31][C:20]([C:3]1[C:4](=[O:19])[NH:5][C:6]2[C:11]([C:2]=1[OH:1])=[N:10][CH:9]=[C:8]([CH2:12][C:13]1[CH:14]=[CH:15][CH:16]=[CH:17][CH:18]=1)[CH:7]=2)=[O:21], predict the reactants needed to synthesize it. The reactants are: [OH:1][C:2]1[C:11]2[C:6](=[CH:7][C:8]([CH2:12][C:13]3[CH:18]=[CH:17][CH:16]=[CH:15][CH:14]=3)=[CH:9][N:10]=2)[NH:5][C:4](=[O:19])[C:3]=1[C:20](OCC)=[O:21].[CH2:25]([NH2:31])[C:26]1[O:30][CH:29]=[CH:28][CH:27]=1. (4) Given the product [CH2:1]([NH:8][C:9]1[CH:10]=[C:11]([C:15]2[C:23]3[C:18](=[N:19][C:20]([NH:24][CH2:25][CH2:26][N:27]4[CH2:28][CH2:29][O:30][CH2:31][CH2:32]4)=[N:21][CH:22]=3)[NH:17][N:16]=2)[CH:12]=[CH:13][CH:14]=1)[C:2]1[CH:7]=[CH:6][CH:5]=[CH:4][CH:3]=1, predict the reactants needed to synthesize it. The reactants are: [CH2:1]([NH:8][C:9]1[CH:10]=[C:11]([C:15]2[C:23]3[C:18](=[N:19][C:20]([NH:24][CH2:25][CH2:26][N:27]4[CH2:32][CH2:31][O:30][CH2:29][CH2:28]4)=[N:21][CH:22]=3)[N:17](COCC[Si](C)(C)C)[N:16]=2)[CH:12]=[CH:13][CH:14]=1)[C:2]1[CH:7]=[CH:6][CH:5]=[CH:4][CH:3]=1.N1(CCNC2N=C3N(COCC[Si](C)(C)C)N=C(C4C=CC=CC=4)C3=CN=2)CCOCC1.C(O)(C(F)(F)F)=O. (5) Given the product [CH2:1]([O:5][CH2:6][CH2:7][O:8][C:9]1[CH:10]=[CH:11][C:12]([C:15]2[CH:16]=[CH:17][C:18]3[N:24]([CH2:25][CH:26]([CH3:27])[CH3:28])[CH2:23][CH2:22][C:21]([C:29]([NH:31][C:32]4[CH:33]=[CH:34][C:35]([S:38]([CH2:39][C:40]5[N:44]([CH2:45][C:46]#[CH:47])[CH:43]=[N:42][CH:41]=5)=[O:57])=[CH:36][CH:37]=4)=[O:30])=[CH:20][C:19]=3[CH:48]=2)=[CH:13][CH:14]=1)[CH2:2][CH2:3][CH3:4], predict the reactants needed to synthesize it. The reactants are: [CH2:1]([O:5][CH2:6][CH2:7][O:8][C:9]1[CH:14]=[CH:13][C:12]([C:15]2[CH:16]=[CH:17][C:18]3[N:24]([CH2:25][CH:26]([CH3:28])[CH3:27])[CH2:23][CH2:22][C:21]([C:29]([NH:31][C:32]4[CH:37]=[CH:36][C:35]([S:38][CH2:39][C:40]5[N:44]([CH2:45][C:46]#[CH:47])[CH:43]=[N:42][CH:41]=5)=[CH:34][CH:33]=4)=[O:30])=[CH:20][C:19]=3[CH:48]=2)=[CH:11][CH:10]=1)[CH2:2][CH2:3][CH3:4].ClC1C=CC=C(C(OO)=[O:57])C=1.CSC.O. (6) Given the product [F:12][C:13]1[CH:18]=[C:17]([F:19])[CH:16]=[CH:15][C:14]=1[C:2]1[CH:11]=[CH:10][C:9]2[C:4](=[CH:5][CH:6]=[CH:7][CH:8]=2)[N:3]=1, predict the reactants needed to synthesize it. The reactants are: Cl[C:2]1[CH:11]=[CH:10][C:9]2[C:4](=[CH:5][CH:6]=[CH:7][CH:8]=2)[N:3]=1.[F:12][C:13]1[CH:18]=[C:17]([F:19])[CH:16]=[CH:15][C:14]=1B(O)O.C(=O)([O-])[O-].[K+].[K+].C1(P(C2C=CC=CC=2)C2C=CC=CC=2)C=CC=CC=1.